Dataset: Forward reaction prediction with 1.9M reactions from USPTO patents (1976-2016). Task: Predict the product of the given reaction. (1) Given the reactants [CH2:1]([O:3][C:4]([C:6]1[CH:7]=[N:8][C:9]2[C:14]([C:15]=1Cl)=[CH:13][CH:12]=[CH:11][C:10]=2[CH2:17][CH3:18])=[O:5])[CH3:2].[CH:19]1([NH2:24])[CH2:23][CH2:22][CH2:21][CH2:20]1, predict the reaction product. The product is: [CH2:1]([O:3][C:4]([C:6]1[CH:7]=[N:8][C:9]2[C:14]([C:15]=1[NH:24][CH:19]1[CH2:23][CH2:22][CH2:21][CH2:20]1)=[CH:13][CH:12]=[CH:11][C:10]=2[CH2:17][CH3:18])=[O:5])[CH3:2]. (2) Given the reactants Br[C:2]1[CH:3]=[C:4]2[C:8](=[CH:9][C:10]=1[N+:11]([O-:13])=[O:12])[N:7]([CH2:14][O:15][CH2:16][CH2:17][Si:18]([CH3:21])([CH3:20])[CH3:19])[N:6]=[CH:5]2.[CH:22]([C:24]1[CH:25]=[C:26](B(O)O)[CH:27]=[CH:28][CH:29]=1)=[O:23].C(Cl)Cl.C([O-])([O-])=O.[K+].[K+], predict the reaction product. The product is: [N+:11]([C:10]1[CH:9]=[C:8]2[C:4]([CH:5]=[N:6][N:7]2[CH2:14][O:15][CH2:16][CH2:17][Si:18]([CH3:21])([CH3:20])[CH3:19])=[CH:3][C:2]=1[C:28]1[CH:29]=[C:24]([CH:25]=[CH:26][CH:27]=1)[CH:22]=[O:23])([O-:13])=[O:12]. (3) Given the reactants Cl.[N:2]1([CH2:7][C:8]([OH:10])=O)[CH:6]=[CH:5][N:4]=[N:3]1.[F:11][C:12]1[CH:40]=[CH:39][C:15]([CH2:16][C@H:17]2[CH2:21][NH:20][C@H:19]([C:22]([NH:24][C:25]3[CH:30]=[CH:29][C:28]([O:31][C:32]4[CH:37]=[CH:36][C:35]([F:38])=[CH:34][CH:33]=4)=[CH:27][CH:26]=3)=[O:23])[CH2:18]2)=[C:14]([CH3:41])[CH:13]=1, predict the reaction product. The product is: [N:2]1([CH2:7][C:8]([N:20]2[CH2:21][C@H:17]([CH2:16][C:15]3[CH:39]=[CH:40][C:12]([F:11])=[CH:13][C:14]=3[CH3:41])[CH2:18][C@H:19]2[C:22]([NH:24][C:25]2[CH:30]=[CH:29][C:28]([O:31][C:32]3[CH:33]=[CH:34][C:35]([F:38])=[CH:36][CH:37]=3)=[CH:27][CH:26]=2)=[O:23])=[O:10])[CH:6]=[CH:5][N:4]=[N:3]1. (4) Given the reactants FC(F)(F)C(O)=O.C(OC(=O)[NH:14][CH2:15][CH:16]1[CH2:21][CH2:20][N:19]([C:22]2[CH:27]=[CH:26][C:25]([C:28]([F:31])([F:30])[F:29])=[CH:24][CH:23]=2)[CH2:18][CH2:17]1)(C)(C)C, predict the reaction product. The product is: [F:30][C:28]([F:29])([F:31])[C:25]1[CH:24]=[CH:23][C:22]([N:19]2[CH2:20][CH2:21][CH:16]([CH2:15][NH2:14])[CH2:17][CH2:18]2)=[CH:27][CH:26]=1. (5) The product is: [Br:1][C:2]1[CH:3]=[C:4]2[C:8](=[CH:9][CH:10]=1)[NH:7][CH:6]=[C:5]2/[C:11](/[C:23]#[N:24])=[CH:12]/[C:13]1[CH:14]=[C:15]([CH:18]=[CH:19][C:20]=1[OH:21])[C:16]#[N:17]. Given the reactants [Br:1][C:2]1[CH:3]=[C:4]2[C:8](=[CH:9][CH:10]=1)[NH:7][CH:6]=[C:5]2/[C:11](/[C:23]#[N:24])=[CH:12]/[C:13]1[CH:14]=[C:15]([CH:18]=[CH:19][C:20]=1[O:21]C)[C:16]#[N:17].[Li+].[Cl-].C1(C)C=CC(S(O)(=O)=O)=CC=1, predict the reaction product. (6) Given the reactants C([O:4][CH2:5][C:6]1[C:7]([N:32]2[N:41]=[CH:40][C:39]3[C:34](=[C:35]([F:46])[CH:36]=[C:37]([C:42]([CH3:45])([CH3:44])[CH3:43])[CH:38]=3)[C:33]2=[O:47])=[N:8][CH:9]=[CH:10][C:11]=1[C:12]1[CH:17]=[C:16]([NH:18][C:19]2[CH:29]=[C:22]3[CH2:23][N:24]([CH3:28])[C:25](=[O:27])[CH2:26][N:21]3[N:20]=2)[C:15](=[O:30])[N:14]([CH3:31])[CH:13]=1)(=O)C.[OH-].[Li+], predict the reaction product. The product is: [C:42]([C:37]1[CH:38]=[C:39]2[C:34](=[C:35]([F:46])[CH:36]=1)[C:33](=[O:47])[N:32]([C:7]1[C:6]([CH2:5][OH:4])=[C:11]([C:12]3[CH:17]=[C:16]([NH:18][C:19]4[CH:29]=[C:22]5[CH2:23][N:24]([CH3:28])[C:25](=[O:27])[CH2:26][N:21]5[N:20]=4)[C:15](=[O:30])[N:14]([CH3:31])[CH:13]=3)[CH:10]=[CH:9][N:8]=1)[N:41]=[CH:40]2)([CH3:45])([CH3:43])[CH3:44]. (7) Given the reactants [Si:1]([O:8][CH2:9][C:10]1[N:15]=[CH:14][C:13]2[N:16]([C:19]3[S:23][C:22]([C:24]([O:26]C)=O)=[C:21]([O:28][CH2:29][C:30]4[CH:35]=[CH:34][CH:33]=[CH:32][C:31]=4[C:36]([F:39])([F:38])[F:37])[CH:20]=3)[CH:17]=[N:18][C:12]=2[CH:11]=1)([C:4]([CH3:7])([CH3:6])[CH3:5])([CH3:3])[CH3:2].[NH3:40], predict the reaction product. The product is: [Si:1]([O:8][CH2:9][C:10]1[N:15]=[CH:14][C:13]2[N:16]([C:19]3[S:23][C:22]([C:24]([NH2:40])=[O:26])=[C:21]([O:28][CH2:29][C:30]4[CH:35]=[CH:34][CH:33]=[CH:32][C:31]=4[C:36]([F:37])([F:39])[F:38])[CH:20]=3)[CH:17]=[N:18][C:12]=2[CH:11]=1)([C:4]([CH3:7])([CH3:6])[CH3:5])([CH3:3])[CH3:2]. (8) The product is: [N+:18]([C:13]1[CH:14]=[N:15][CH:16]=[CH:17][C:12]=1[C:9]1[CH2:10][CH2:11][CH:6]2[O:24][C:22](=[O:23])[NH:21][CH:7]2[CH:8]=1)([O-:20])=[O:19]. Given the reactants CS(O[CH:6]1[CH2:11][CH2:10][C:9]([C:12]2[CH:17]=[CH:16][N:15]=[CH:14][C:13]=2[N+:18]([O-:20])=[O:19])=[CH:8][CH:7]1[NH:21][C:22]([O:24]C(C)(C)C)=[O:23])(=O)=O, predict the reaction product. (9) The product is: [F:1][C:2]1[CH:21]=[CH:20][C:5]([CH2:6][N:7]2[C:11]3=[CH:12][N:13]=[C:14]([C:16]([NH:22][OH:23])=[O:17])[CH:15]=[C:10]3[CH:9]=[N:8]2)=[CH:4][CH:3]=1. Given the reactants [F:1][C:2]1[CH:21]=[CH:20][C:5]([CH2:6][N:7]2[C:11]3=[CH:12][N:13]=[C:14]([C:16](OC)=[O:17])[CH:15]=[C:10]3[CH:9]=[N:8]2)=[CH:4][CH:3]=1.[NH2:22][OH:23].[OH-].[Na+].Cl, predict the reaction product. (10) Given the reactants [CH3:1][O:2][C:3]1[CH:11]=[CH:10][C:9]([N:12]2[CH:16]=[N:15][N:14]=[C:13]2[S:17][CH3:18])=[CH:8][C:4]=1[C:5]([OH:7])=O.Cl.Cl.[CH2:21]([O:23][CH2:24][CH2:25][N:26]1[C:30]2[CH:31]=[CH:32][CH:33]=[CH:34][C:29]=2[N:28]=[C:27]1[N:35]1[CH2:41][CH2:40][CH2:39][N:38]([CH2:42][CH2:43][C@:44]2([C:49]3[CH:54]=[CH:53][CH:52]=[CH:51][CH:50]=3)[CH2:48][CH2:47][NH:46][CH2:45]2)[CH2:37][CH2:36]1)[CH3:22].O.ON1C2C=CC=CC=2N=N1.CN(C)CCCN=C=NCC.C(N(C(C)C)CC)(C)C, predict the reaction product. The product is: [CH2:21]([O:23][CH2:24][CH2:25][N:26]1[C:30]2[CH:31]=[CH:32][CH:33]=[CH:34][C:29]=2[N:28]=[C:27]1[N:35]1[CH2:41][CH2:40][CH2:39][N:38]([CH2:42][CH2:43][C@:44]2([C:49]3[CH:54]=[CH:53][CH:52]=[CH:51][CH:50]=3)[CH2:48][CH2:47][N:46]([C:5]([C:4]3[CH:8]=[C:9]([N:12]4[CH:16]=[N:15][N:14]=[C:13]4[S:17][CH3:18])[CH:10]=[CH:11][C:3]=3[O:2][CH3:1])=[O:7])[CH2:45]2)[CH2:37][CH2:36]1)[CH3:22].